This data is from Reaction yield outcomes from USPTO patents with 853,638 reactions. The task is: Predict the reaction yield, written as a fraction of the theoretical maximum amount of product (1.0 means a 100% yield; for example, 0.34 means a 34% yield). (1) The reactants are [CH3:1][N:2]1[C:10]2[C:5](=[CH:6][CH:7]=[C:8]([OH:11])[CH:9]=2)[CH:4]=[N:3]1.Cl[C:13]1[N:14]=[C:15]([OH:29])[C:16]2[CH:22]=[CH:21][N:20]=[C:19]([C:23]3[N:24]=[CH:25][N:26]([CH3:28])[CH:27]=3)[C:17]=2[N:18]=1. No catalyst specified. The product is [CH3:28][N:26]1[CH:27]=[C:23]([C:19]2[C:17]3[N:18]=[C:13]([O:11][C:8]4[CH:9]=[C:10]5[C:5]([CH:4]=[N:3][N:2]5[CH3:1])=[CH:6][CH:7]=4)[N:14]=[C:15]([OH:29])[C:16]=3[CH:22]=[CH:21][N:20]=2)[N:24]=[CH:25]1. The yield is 0.250. (2) The yield is 1.00. No catalyst specified. The reactants are [CH:1]1([N:5]2[CH2:10][CH2:9][CH:8]([O:11][C:12]3[CH:17]=[CH:16][C:15]([C:18]4([C:24]#[N:25])[CH2:23][CH2:22][O:21][CH2:20][CH2:19]4)=[CH:14][CH:13]=3)[CH2:7][CH2:6]2)[CH2:4][CH2:3][CH2:2]1.[H-].[Al+3].[Li+].[H-].[H-].[H-]. The product is [CH:1]1([N:5]2[CH2:10][CH2:9][CH:8]([O:11][C:12]3[CH:17]=[CH:16][C:15]([C:18]4([CH2:24][NH2:25])[CH2:19][CH2:20][O:21][CH2:22][CH2:23]4)=[CH:14][CH:13]=3)[CH2:7][CH2:6]2)[CH2:4][CH2:3][CH2:2]1. (3) The reactants are [CH:1]1([N:4]2[CH:8]=[C:7]([NH:9]C(=O)OC(C)(C)C)[N:6]=[CH:5]2)[CH2:3][CH2:2]1.Cl. The catalyst is CO. The product is [CH:1]1([N:4]2[CH:8]=[C:7]([NH2:9])[N:6]=[CH:5]2)[CH2:3][CH2:2]1. The yield is 0.590. (4) The reactants are [CH3:1][N:2]([S:28]([C:31]1[S:32][CH:33]=[CH:34][CH:35]=1)(=[O:30])=[O:29])[C:3]1[CH:4]=[C:5]([O:23][C:24]([F:27])([F:26])[F:25])[CH:6]=[C:7]2[C:11]=1[NH:10][C:9]([C:12]1[S:13][CH:14]([CH2:17][C:18]([O:20]CC)=[O:19])[CH2:15][N:16]=1)=[CH:8]2.[OH-].[Na+].O1CCCC1.C(O)(=O)CC(CC(O)=O)(C(O)=O)O. The catalyst is C(O)C. The product is [CH3:1][N:2]([S:28]([C:31]1[S:32][CH:33]=[CH:34][CH:35]=1)(=[O:30])=[O:29])[C:3]1[CH:4]=[C:5]([O:23][C:24]([F:25])([F:27])[F:26])[CH:6]=[C:7]2[C:11]=1[NH:10][C:9]([C:12]1[S:13][CH:14]([CH2:17][C:18]([OH:20])=[O:19])[CH2:15][N:16]=1)=[CH:8]2. The yield is 0.930. (5) The reactants are Br[C:2]1[CH:3]=[C:4]([NH:10][C:11]2[O:12][C:13]([CH3:16])=[CH:14][N:15]=2)[C:5](=[O:9])[N:6]([CH3:8])[CH:7]=1.[C:17]([O:20][CH2:21][C:22]1[C:23]([N:31]2[CH2:42][CH2:41][N:40]3[C:33](=[CH:34][C:35]4[CH2:36][C:37]([CH3:44])([CH3:43])[CH2:38][C:39]=43)[C:32]2=[O:45])=[N:24][CH:25]=[CH:26][C:27]=1B(O)O)(=[O:19])[CH3:18].[O-]P([O-])([O-])=O.[K+].[K+].[K+].C([O-])(=O)C.[Na+]. The catalyst is C1C=CC(P(C2C=CC=CC=2)[C-]2C=CC=C2)=CC=1.C1C=CC(P(C2C=CC=CC=2)[C-]2C=CC=C2)=CC=1.Cl[Pd]Cl.[Fe+2].C(#N)C.O. The product is [C:17]([O:20][CH2:21][C:22]1[C:23]([N:31]2[CH2:42][CH2:41][N:40]3[C:33](=[CH:34][C:35]4[CH2:36][C:37]([CH3:44])([CH3:43])[CH2:38][C:39]=43)[C:32]2=[O:45])=[N:24][CH:25]=[CH:26][C:27]=1[C:2]1[CH:3]=[C:4]([NH:10][C:11]2[O:12][C:13]([CH3:16])=[CH:14][N:15]=2)[C:5](=[O:9])[N:6]([CH3:8])[CH:7]=1)(=[O:19])[CH3:18]. The yield is 0.340. (6) The reactants are [CH2:1]([O:3][C:4]1[CH:13]=[CH:12][C:11]2[C:6](=[CH:7][CH:8]=[CH:9][CH:10]=2)[C:5]=1[C:14]1[N:15]=[C:16]([NH:19]C(=O)C)[NH:17][CH:18]=1)[CH3:2].O.S(=O)(=O)(O)O.[OH-].[K+]. The catalyst is CO. The product is [CH2:1]([O:3][C:4]1[CH:13]=[CH:12][C:11]2[C:6](=[CH:7][CH:8]=[CH:9][CH:10]=2)[C:5]=1[C:14]1[N:15]=[C:16]([NH2:19])[NH:17][CH:18]=1)[CH3:2]. The yield is 0.470. (7) The reactants are [O:1]=[C:2]([CH2:9][CH2:10][CH3:11])[CH2:3][C:4]([O:6][CH2:7][CH3:8])=[O:5].[CH2:12](O)[CH2:13][CH2:14][OH:15].C(OC)(OC)OC.C(N(CC)CC)C. The catalyst is O.C1(C)C=CC(S(O)(=O)=O)=CC=1. The product is [CH2:9]([C:2]1([CH2:3][C:4]([O:6][CH2:7][CH3:8])=[O:5])[O:15][CH2:14][CH2:13][CH2:12][O:1]1)[CH2:10][CH3:11]. The yield is 0.805. (8) The reactants are [NH2:1][C:2]1[CH:36]=[CH:35][C:5]([O:6][C:7]2[CH:12]=[CH:11][N:10]=[C:9]3[CH:13]=[C:14]([C:16]4[N:17]([CH3:34])[C:18]([CH2:21][N:22]([CH2:30][CH2:31][O:32][CH3:33])[C:23](=[O:29])[O:24][C:25]([CH3:28])([CH3:27])[CH3:26])=[CH:19][N:20]=4)[S:15][C:8]=23)=[C:4]([F:37])[CH:3]=1.[O:38]=[C:39]([NH:44][C:45]1[CH:50]=[CH:49][CH:48]=[CH:47][CH:46]=1)[CH2:40][C:41](O)=[O:42].C(Cl)CCl. The catalyst is CN(C=O)C. The product is [F:37][C:4]1[CH:3]=[C:2]([NH:1][C:41](=[O:42])[CH2:40][C:39](=[O:38])[NH:44][C:45]2[CH:46]=[CH:47][CH:48]=[CH:49][CH:50]=2)[CH:36]=[CH:35][C:5]=1[O:6][C:7]1[CH:12]=[CH:11][N:10]=[C:9]2[CH:13]=[C:14]([C:16]3[N:17]([CH3:34])[C:18]([CH2:21][N:22]([CH2:30][CH2:31][O:32][CH3:33])[C:23](=[O:29])[O:24][C:25]([CH3:28])([CH3:27])[CH3:26])=[CH:19][N:20]=3)[S:15][C:8]=12. The yield is 0.820. (9) The reactants are Br[C:2]1[C:7](=[O:8])[C:6]([O:9][CH3:10])=[CH:5][N:4]([C:11]2[CH:12]=[CH:13][CH:14]=[C:15]3[C:20]=2[N:19]=[CH:18][CH:17]=[CH:16]3)[N:3]=1.[C:21]1([N:27]2[C:31](B3OC(C)(C)C(C)(C)O3)=[CH:30][CH:29]=[N:28]2)[CH:26]=[CH:25][CH:24]=[CH:23][CH:22]=1.CC([O-])=O.[K+]. The catalyst is C(O)CCC.O. The product is [CH3:10][O:9][C:6]1[C:7](=[O:8])[C:2]([C:31]2[N:27]([C:21]3[CH:22]=[CH:23][CH:24]=[CH:25][CH:26]=3)[N:28]=[CH:29][CH:30]=2)=[N:3][N:4]([C:11]2[CH:12]=[CH:13][CH:14]=[C:15]3[C:20]=2[N:19]=[CH:18][CH:17]=[CH:16]3)[CH:5]=1. The yield is 0.810. (10) The reactants are Cl[C:2]1[N:7]=[C:6]([NH:8][CH2:9][C@@H:10]2[CH2:15][CH2:14][CH2:13][N:12]([C:16]([O:18][C:19]([CH3:22])([CH3:21])[CH3:20])=[O:17])[CH2:11]2)[C:5]([N+:23]([O-:25])=[O:24])=[CH:4][N:3]=1.C(N(CC)C(C)C)(C)C.[F:35][C:36]1[CH:37]=[C:38]([CH:41]=[CH:42][C:43]=1[F:44])[CH2:39][NH2:40]. The catalyst is C(#N)C. The product is [C:19]([O:18][C:16]([N:12]1[CH2:13][CH2:14][CH2:15][C@@H:10]([CH2:9][NH:8][C:6]2[C:5]([N+:23]([O-:25])=[O:24])=[CH:4][N:3]=[C:2]([NH:40][CH2:39][C:38]3[CH:41]=[CH:42][C:43]([F:44])=[C:36]([F:35])[CH:37]=3)[N:7]=2)[CH2:11]1)=[O:17])([CH3:22])([CH3:21])[CH3:20]. The yield is 0.910.